This data is from Full USPTO retrosynthesis dataset with 1.9M reactions from patents (1976-2016). The task is: Predict the reactants needed to synthesize the given product. (1) Given the product [Cl:1][C:2]1[CH:3]=[C:4]([NH:22][C:23](=[O:29])[CH2:24][C:25]([OH:27])=[O:26])[CH:5]=[C:6]([CH3:21])[C:7]=1[O:8][C:9]1[CH:10]=[C:11]2[C:15](=[CH:16][CH:17]=1)[NH:14][CH:13]=[C:12]2[CH:18]([CH3:19])[CH3:20], predict the reactants needed to synthesize it. The reactants are: [Cl:1][C:2]1[CH:3]=[C:4]([NH:22][C:23](=[O:29])[CH2:24][C:25]([O:27]C)=[O:26])[CH:5]=[C:6]([CH3:21])[C:7]=1[O:8][C:9]1[CH:10]=[C:11]2[C:15](=[CH:16][CH:17]=1)[NH:14][CH:13]=[C:12]2[CH:18]([CH3:20])[CH3:19]. (2) Given the product [C:44]([N:47]1[CH2:52][CH2:51][N:50]([S:2]([C:5]2[CH:6]=[C:7]([CH:41]=[CH:42][CH:43]=2)[C:8]([NH:10][C:11]2[S:12][C:13]3[CH2:40][CH2:39][CH2:38][CH2:37][C:14]=3[C:15]=2[C:16]([NH:18][C:19]2[CH:24]=[CH:23][C:22]([CH2:25][CH2:26][C:27]3[CH:36]=[CH:35][C:30]([C:31]([O:33][CH3:34])=[O:32])=[CH:29][CH:28]=3)=[CH:21][CH:20]=2)=[O:17])=[O:9])(=[O:4])=[O:3])[CH2:49][CH2:48]1)(=[O:46])[CH3:45], predict the reactants needed to synthesize it. The reactants are: Cl[S:2]([C:5]1[CH:6]=[C:7]([CH:41]=[CH:42][CH:43]=1)[C:8]([NH:10][C:11]1[S:12][C:13]2[CH2:40][CH2:39][CH2:38][CH2:37][C:14]=2[C:15]=1[C:16]([NH:18][C:19]1[CH:24]=[CH:23][C:22]([CH2:25][CH2:26][C:27]2[CH:36]=[CH:35][C:30]([C:31]([O:33][CH3:34])=[O:32])=[CH:29][CH:28]=2)=[CH:21][CH:20]=1)=[O:17])=[O:9])(=[O:4])=[O:3].[C:44]([N:47]1[CH2:52][CH2:51][NH:50][CH2:49][CH2:48]1)(=[O:46])[CH3:45].